This data is from Catalyst prediction with 721,799 reactions and 888 catalyst types from USPTO. The task is: Predict which catalyst facilitates the given reaction. (1) The catalyst class is: 547. Reactant: C([N:9]1[C:14](=[O:15])[C:13]([C:16]2[C:17]([CH3:22])=[N:18][CH:19]=[CH:20][CH:21]=2)=[CH:12][N:11]([CH2:23][CH2:24][CH2:25][CH2:26][Cl:27])[C:10]1=[O:28])(=O)C1C=CC=CC=1. Product: [Cl:27][CH2:26][CH2:25][CH2:24][CH2:23][N:11]1[CH:12]=[C:13]([C:16]2[C:17]([CH3:22])=[N:18][CH:19]=[CH:20][CH:21]=2)[C:14](=[O:15])[NH:9][C:10]1=[O:28]. (2) Reactant: [Cl:1][C:2]([Cl:32])([Cl:31])[CH2:3][O:4][C:5]([C@@H:7]1[CH2:12][CH2:11][CH2:10][N:9]([C:13](=[O:30])[C@@H:14]([NH:22]C(OC(C)(C)C)=O)[CH2:15][C:16]2[CH:21]=[CH:20][CH:19]=[CH:18][CH:17]=2)[NH:8]1)=[O:6].FC(F)(F)C(O)=O.C(N(CC)C(C)C)(C)C.[NH:49]([C:57]([O:59][C:60]([CH3:63])([CH3:62])[CH3:61])=[O:58])[C@H:50]([C:54](O)=[O:55])[CH:51]([CH3:53])[CH3:52].C[NH3+].F[P-](F)(F)(F)(F)F.N1(OC(N(C)C)=[N+](C)C)C2N=CC=CC=2N=N1.F[P-](F)(F)(F)(F)F. Product: [Cl:32][C:2]([Cl:31])([Cl:1])[CH2:3][O:4][C:5]([C@@H:7]1[CH2:12][CH2:11][CH2:10][N:9]([C:13](=[O:30])[C@@H:14]([NH:22][C:54](=[O:55])[C@@H:50]([NH:49][C:57]([O:59][C:60]([CH3:61])([CH3:63])[CH3:62])=[O:58])[CH:51]([CH3:53])[CH3:52])[CH2:15][C:16]2[CH:17]=[CH:18][CH:19]=[CH:20][CH:21]=2)[NH:8]1)=[O:6]. The catalyst class is: 96. (3) Reactant: [OH:1][C:2]1[C:15]2[C:14](=[O:16])[C:13]3[C:8](=[CH:9][CH:10]=[CH:11][CH:12]=3)[C:7](=[O:17])[C:6]=2[CH:5]=[C:4]([OH:18])[CH:3]=1.C[O-].[Na+].[CH2:22](Br)[CH:23]=[C:24]([CH3:26])[CH3:25]. Product: [OH:1][C:2]1[C:15]2[C:14](=[O:16])[C:13]3[C:8](=[CH:9][CH:10]=[CH:11][CH:12]=3)[C:7](=[O:17])[C:6]=2[C:5]([CH2:22][CH:23]=[C:24]([CH3:26])[CH3:25])=[C:4]([OH:18])[CH:3]=1. The catalyst class is: 5. (4) Reactant: [Br:1][C:2]1[CH:7]=[CH:6][C:5]([C:8]2[CH:13]=[CH:12][C:11]([N:14]([CH3:16])[CH3:15])=[CH:10][C:9]=2[CH2:17][OH:18])=[CH:4][CH:3]=1. Product: [Br:1][C:2]1[CH:7]=[CH:6][C:5]([C:8]2[C:9]([CH:17]=[O:18])=[CH:10][C:11]([N:14]([CH3:15])[CH3:16])=[CH:12][CH:13]=2)=[CH:4][CH:3]=1. The catalyst class is: 6. (5) Reactant: [CH3:1][C:2]1([CH3:31])[O:6][C@@H:5]([CH2:7][O:8][C:9]2[CH:10]=[CH:11][C:12]3[C:24](=[O:25])[C:23]4[C:22]5[C:17](=[CH:18][C:19]([C:26]#[N:27])=[CH:20][CH:21]=5)[NH:16][C:15]=4[C:14]([CH3:29])([CH3:28])[C:13]=3[CH:30]=2)[CH2:4][O:3]1.[Cl-].[NH4+].[N-:34]=[N+:35]=[N-:36].[Na+].Cl. Product: [CH3:1][C:2]1([CH3:31])[O:6][C@@H:5]([CH2:7][O:8][C:9]2[CH:10]=[CH:11][C:12]3[C:24](=[O:25])[C:23]4[C:22]5[C:17](=[CH:18][C:19]([C:26]6[N:34]=[N:35][NH:36][N:27]=6)=[CH:20][CH:21]=5)[NH:16][C:15]=4[C:14]([CH3:29])([CH3:28])[C:13]=3[CH:30]=2)[CH2:4][O:3]1. The catalyst class is: 3. (6) Reactant: [Cl:1][C:2]1[N:10]=[C:9]2[C:5]([N:6]=[CH:7][N:8]2[CH:11]2[CH2:16][CH2:15][N:14]([C:17]([O:19][C:20]([CH3:23])([CH3:22])[CH3:21])=[O:18])[CH2:13][CH2:12]2)=[C:4](Cl)[N:3]=1.C([Sn](CCCC)(CCCC)[C:30]1[CH2:31][CH2:32][O:33][CH2:34][CH:35]=1)CCC. Product: [Cl:1][C:2]1[N:10]=[C:9]2[C:5]([N:6]=[CH:7][N:8]2[CH:11]2[CH2:16][CH2:15][N:14]([C:17]([O:19][C:20]([CH3:23])([CH3:22])[CH3:21])=[O:18])[CH2:13][CH2:12]2)=[C:4]([C:30]2[CH2:35][CH2:34][O:33][CH2:32][CH:31]=2)[N:3]=1. The catalyst class is: 538.